Dataset: Catalyst prediction with 721,799 reactions and 888 catalyst types from USPTO. Task: Predict which catalyst facilitates the given reaction. (1) The catalyst class is: 6. Product: [F:10][C:11]1[CH:12]=[C:13]([S:19][CH2:2][C:3](=[O:9])[CH2:4][C:5]([O:7][CH3:8])=[O:6])[CH:14]=[C:15]([O:17][CH3:18])[CH:16]=1. Reactant: Cl[CH2:2][C:3](=[O:9])[CH2:4][C:5]([O:7][CH3:8])=[O:6].[F:10][C:11]1[CH:12]=[C:13]([SH:19])[CH:14]=[C:15]([O:17][CH3:18])[CH:16]=1.CN(C=O)C. (2) Reactant: [CH3:1][O:2][C:3]([C:5]1[C:10]([O:11][CH3:12])=[C:9](N)[N:8]=[C:7]([C:14]2[CH:19]=[CH:18][C:17]([Cl:20])=[C:16]([O:21][CH3:22])[C:15]=2[F:23])[N:6]=1)=[O:4].C(#N)C.N([O-])=[O:28].[Na+].[OH-].[Na+]. Product: [CH3:1][O:2][C:3]([C:5]1[C:10]([O:11][CH3:12])=[C:9]([OH:28])[N:8]=[C:7]([C:14]2[CH:19]=[CH:18][C:17]([Cl:20])=[C:16]([O:21][CH3:22])[C:15]=2[F:23])[N:6]=1)=[O:4]. The catalyst class is: 82. (3) Reactant: O[C@H:2]([CH3:40])[CH2:3][NH:4][C:5]([C:7]1[NH:8][C:9]([C:12]2[CH:17]=[C:16]([O:18][C:19]3[CH:24]=[N:23][C:22]([C:25]([N:27]4[CH2:32][CH2:31][N:30]([CH3:33])[CH2:29][CH2:28]4)=[O:26])=[CH:21]N=3)[CH:15]=[C:14]([O:34][C@@H:35]([CH3:39])[CH2:36][O:37][CH3:38])[CH:13]=2)=[CH:10][CH:11]=1)=[O:6].CS(O)(=O)=O.C(N(CC)CC)C.[Cl-].[NH4+:54]. Product: [CH3:38][O:37][CH2:36][C@H:35]([CH3:39])[O:34][C:14]1[CH:15]=[C:16]([CH:17]=[C:12]([C:9]2[NH:8][C:7]([C:5]3[O:6][C@@H:2]([CH3:40])[CH2:3][N:4]=3)=[CH:11][CH:10]=2)[CH:13]=1)[O:18][C:19]1[CH:24]=[N:23][C:22]([C:25]([N:27]2[CH2:28][CH2:29][N:30]([CH3:33])[CH2:31][CH2:32]2)=[O:26])=[CH:21][N:54]=1. The catalyst class is: 7. (4) Reactant: [N:1]1[CH:6]=[CH:5][CH:4]=[CH:3][C:2]=1[CH2:7][O:8][C:9]1[CH:10]=[C:11]2[C:15](=[CH:16][CH:17]=1)[N:14]([CH2:18][C:19]1[CH:24]=[CH:23][C:22]([C:25]3[CH:26]=[CH:27][C:28]([O:31][CH3:32])=[N:29][CH:30]=3)=[CH:21][CH:20]=1)[C:13]([CH2:33][C:34]([CH3:39])([CH3:38])[C:35]([OH:37])=[O:36])=[C:12]2[S:40][C:41]([CH3:44])([CH3:43])[CH3:42].[Li+:45].[OH-].O. Product: [N:1]1[CH:6]=[CH:5][CH:4]=[CH:3][C:2]=1[CH2:7][O:8][C:9]1[CH:10]=[C:11]2[C:15](=[CH:16][CH:17]=1)[N:14]([CH2:18][C:19]1[CH:20]=[CH:21][C:22]([C:25]3[CH:26]=[CH:27][C:28]([O:31][CH3:32])=[N:29][CH:30]=3)=[CH:23][CH:24]=1)[C:13]([CH2:33][C:34]([CH3:39])([CH3:38])[C:35]([O-:37])=[O:36])=[C:12]2[S:40][C:41]([CH3:44])([CH3:43])[CH3:42].[Li+:45]. The catalyst class is: 8. (5) The catalyst class is: 2. Product: [CH3:1][O:2][C:3]1[CH:4]=[CH:5][C:6]([CH2:7][N:8]2[C:12]3=[N:13][CH:14]=[CH:15][C:16]([O:17][C:18]4[CH:23]=[CH:22][C:21]([NH:24][C:35]([CH:32]5[CH2:33][CH2:34][N:30]([CH3:29])[C:31]5=[O:38])=[O:36])=[CH:20][C:19]=4[F:25])=[C:11]3[C:10]([CH3:26])=[N:9]2)=[CH:27][CH:28]=1. Reactant: [CH3:1][O:2][C:3]1[CH:28]=[CH:27][C:6]([CH2:7][N:8]2[C:12]3=[N:13][CH:14]=[CH:15][C:16]([O:17][C:18]4[CH:23]=[CH:22][C:21]([NH2:24])=[CH:20][C:19]=4[F:25])=[C:11]3[C:10]([CH3:26])=[N:9]2)=[CH:5][CH:4]=1.[CH3:29][N:30]1[CH2:34][CH2:33][CH:32]([C:35](O)=[O:36])[C:31]1=[O:38].Cl.C(N=C=NCCCN(C)C)C.N1(O)C2C=CC=CC=2N=N1.C(N(C(C)C)C(C)C)C. (6) Reactant: [Li+].C[Si]([N-][Si](C)(C)C)(C)C.[CH3:11][CH2:12][C:13](=[O:16])[CH2:14][CH3:15].[C:17]([O:24][CH2:25][CH3:26])(=[O:23])[C:18]([O:20]CC)=O. Product: [CH2:25]([O:24][C:17](=[O:23])[C:18](=[O:20])[CH:12]([CH3:11])[C:13](=[O:16])[CH2:14][CH3:15])[CH3:26]. The catalyst class is: 28.